From a dataset of Peptide-MHC class II binding affinity with 134,281 pairs from IEDB. Regression. Given a peptide amino acid sequence and an MHC pseudo amino acid sequence, predict their binding affinity value. This is MHC class II binding data. (1) The binding affinity (normalized) is 0.482. The peptide sequence is NLSFSDAQSALSQCR. The MHC is DRB1_0101 with pseudo-sequence DRB1_0101. (2) The peptide sequence is ARRRRASEAPPTSHRRASRQ. The MHC is HLA-DQA10501-DQB10301 with pseudo-sequence HLA-DQA10501-DQB10301. The binding affinity (normalized) is 0.784. (3) The peptide sequence is HWFSRENSYSGVEGEGL. The MHC is DRB1_0701 with pseudo-sequence DRB1_0701. The binding affinity (normalized) is 0.515. (4) The peptide sequence is SGSEAYQGVQQKWDA. The MHC is HLA-DPA10103-DPB10201 with pseudo-sequence HLA-DPA10103-DPB10201. The binding affinity (normalized) is 0.217. (5) The peptide sequence is IRQAGVQYSRADEEQ. The MHC is DRB3_0101 with pseudo-sequence DRB3_0101. The binding affinity (normalized) is 0.118. (6) The binding affinity (normalized) is 0.314. The peptide sequence is LVAEILRIISGGRLI. The MHC is HLA-DPA10301-DPB10402 with pseudo-sequence HLA-DPA10301-DPB10402. (7) The peptide sequence is ALLKNYGLLYCFRKD. The MHC is DRB1_0404 with pseudo-sequence DRB1_0404. The binding affinity (normalized) is 0.338. (8) The peptide sequence is LEHEMWRSRADEINA. The MHC is DRB1_0301 with pseudo-sequence DRB1_0301. The binding affinity (normalized) is 0.488. (9) The peptide sequence is ILAYVKPFLGQAAIT. The MHC is DRB1_0101 with pseudo-sequence DRB1_0101. The binding affinity (normalized) is 0.806.